Dataset: Full USPTO retrosynthesis dataset with 1.9M reactions from patents (1976-2016). Task: Predict the reactants needed to synthesize the given product. Given the product [CH2:18]([C@H:17]([NH:16][C:14]([NH:13][C:5]1[C:6]([CH:10]([CH3:11])[CH3:12])=[CH:7][CH:8]=[CH:9][C:4]=1[CH:1]([CH3:2])[CH3:3])=[O:15])[C:25]([N:36]1[CH2:37][CH2:38][CH:33]([C:31]([O:30][CH2:28][CH3:29])=[O:32])[CH2:34][CH2:35]1)=[O:27])[C:19]1[CH:20]=[CH:21][CH:22]=[CH:23][CH:24]=1, predict the reactants needed to synthesize it. The reactants are: [CH:1]([C:4]1[CH:9]=[CH:8][CH:7]=[C:6]([CH:10]([CH3:12])[CH3:11])[C:5]=1[N:13]=[C:14]=[O:15])([CH3:3])[CH3:2].[NH2:16][C@H:17]([C:25]([OH:27])=O)[CH2:18][C:19]1[CH:24]=[CH:23][CH:22]=[CH:21][CH:20]=1.[CH2:28]([O:30][C:31]([CH:33]1[CH2:38][CH2:37][NH:36][CH2:35][CH2:34]1)=[O:32])[CH3:29].